From a dataset of Reaction yield outcomes from USPTO patents with 853,638 reactions. Predict the reaction yield, written as a fraction of the theoretical maximum amount of product (1.0 means a 100% yield; for example, 0.34 means a 34% yield). (1) The product is [NH2:42][C:37]1[C:36]([C:31]2[CH:32]=[CH:33][CH:34]=[CH:35][N:30]=2)=[C:40]2[NH:41][C:11]([C:8]3[CH:9]=[CH:10][C:4]4[O:3][C:2]([CH3:1])=[CH:6][C:5]=4[CH:7]=3)=[CH:12][C:13](=[O:15])[N:39]2[N:38]=1. The catalyst is CCCCO. The yield is 0.250. The reactants are [CH3:1][C:2]1[O:3][C:4]2[CH:10]=[CH:9][C:8]([C:11](=O)[CH2:12][C:13]([O:15]CC)=O)=[CH:7][C:5]=2[CH:6]=1.CC1C=CC(S(O)(=O)=O)=CC=1.[N:30]1[CH:35]=[CH:34][CH:33]=[CH:32][C:31]=1[C:36]1[C:37]([NH2:42])=[N:38][NH:39][C:40]=1[NH2:41]. (2) The reactants are [CH3:1][O:2][C:3]1[CH:4]=[C:5]([SH:9])[CH:6]=[CH:7][CH:8]=1.[C:10](Cl)(=[O:14])[C:11](Cl)=[O:12].[Cl-].[Al+3].[Cl-].[Cl-]. The catalyst is CCOCC. The product is [CH3:1][O:2][C:3]1[CH:8]=[CH:7][C:6]2[C:10](=[O:14])[C:11](=[O:12])[S:9][C:5]=2[CH:4]=1. The yield is 0.470.